Dataset: Full USPTO retrosynthesis dataset with 1.9M reactions from patents (1976-2016). Task: Predict the reactants needed to synthesize the given product. Given the product [CH3:10][C:11]1([C:15]2[CH:19]=[C:18]([CH2:20][NH:21][C:23]3[N:28]=[C:27]([NH:29][C:30]4[NH:31][N:32]=[C:33]([O:35][CH:36]([CH3:38])[CH3:37])[CH:34]=4)[CH:26]=[CH:25][N:24]=3)[O:17][N:16]=2)[CH2:14][O:13][CH2:12]1, predict the reactants needed to synthesize it. The reactants are: C(N(C(C)C)C(C)C)C.[CH3:10][C:11]1([C:15]2[CH:19]=[C:18]([CH2:20][NH2:21])[O:17][N:16]=2)[CH2:14][O:13][CH2:12]1.Cl[C:23]1[N:28]=[C:27]([NH:29][C:30]2[NH:31][N:32]=[C:33]([O:35][CH:36]([CH3:38])[CH3:37])[CH:34]=2)[CH:26]=[CH:25][N:24]=1.